This data is from Full USPTO retrosynthesis dataset with 1.9M reactions from patents (1976-2016). The task is: Predict the reactants needed to synthesize the given product. (1) Given the product [CH3:1][S:2]([O:20][CH:18]([C:15]1[N:14]=[C:13]([C:9]2[CH:10]=[CH:11][CH:12]=[C:7]([Cl:6])[CH:8]=2)[O:17][N:16]=1)[CH3:19])(=[O:4])=[O:3], predict the reactants needed to synthesize it. The reactants are: [CH3:1][S:2](Cl)(=[O:4])=[O:3].[Cl:6][C:7]1[CH:8]=[C:9]([C:13]2[O:17][N:16]=[C:15]([CH:18]([OH:20])[CH3:19])[N:14]=2)[CH:10]=[CH:11][CH:12]=1. (2) The reactants are: [CH3:1][O:2][C:3]1[N:8]=[C:7]([C:9]2[CH:13]=[CH:12][S:11][C:10]=2/[CH:14]=[CH:15]/[C:16](=[O:18])[CH3:17])[CH:6]=[CH:5][CH:4]=1.C[C:20](C)(C([O-])=O)[C:21]([O-])=[O:22].C[O-].[Na+]. Given the product [OH:22][C:21]1[CH2:20][CH:14]([C:10]2[S:11][CH:12]=[CH:13][C:9]=2[C:7]2[CH:6]=[CH:5][CH:4]=[C:3]([O:2][CH3:1])[N:8]=2)[CH2:15][C:16](=[O:18])[CH:17]=1, predict the reactants needed to synthesize it. (3) Given the product [CH2:24]([O:26][C:27](=[O:35])[CH2:28][CH:29]1[CH2:34][CH2:33][CH2:32][N:31]([C:2]2[CH:3]=[C:4]([NH:10][CH2:11][CH2:12][C:13]3[CH:18]=[CH:17][C:16]([O:19][C:20]([F:23])([F:22])[F:21])=[CH:15][CH:14]=3)[N:5]=[C:6]([O:8][CH3:9])[N:7]=2)[CH2:30]1)[CH3:25], predict the reactants needed to synthesize it. The reactants are: Cl[C:2]1[N:7]=[C:6]([O:8][CH3:9])[N:5]=[C:4]([NH:10][CH2:11][CH2:12][C:13]2[CH:18]=[CH:17][C:16]([O:19][C:20]([F:23])([F:22])[F:21])=[CH:15][CH:14]=2)[CH:3]=1.[CH2:24]([O:26][C:27](=[O:35])[CH2:28][CH:29]1[CH2:34][CH2:33][CH2:32][NH:31][CH2:30]1)[CH3:25].C(=O)([O-])[O-].[K+].[K+]. (4) The reactants are: CCN(C(C)C)C(C)C.[C:10]([C:12]1[C:13]([N:31]2[CH2:36][CH2:35][CH:34]([C:37]([OH:39])=O)[CH2:33][CH2:32]2)=[N:14][C:15]([O:23]S(C(F)(F)F)(=O)=O)=[C:16]([C:18]([O:20][CH2:21][CH3:22])=[O:19])[CH:17]=1)#[N:11].CN(C(O[N:48]1[N:56]=[N:55][C:50]2[CH:51]=[CH:52][CH:53]=[CH:54][C:49]1=2)=[N+](C)C)C.[B-](F)(F)(F)F.[C:62]1([CH2:68][S:69]([NH2:72])(=[O:71])=[O:70])[CH:67]=[CH:66][CH:65]=[CH:64][CH:63]=1.C([O-])(O)=O.[Na+]. Given the product [N:55]1([O:23][C:15]2[N:14]=[C:13]([N:31]3[CH2:36][CH2:35][CH:34]([C:37](=[O:39])[NH:72][S:69]([CH2:68][C:62]4[CH:63]=[CH:64][CH:65]=[CH:66][CH:67]=4)(=[O:70])=[O:71])[CH2:33][CH2:32]3)[C:12]([C:10]#[N:11])=[CH:17][C:16]=2[C:18]([O:20][CH2:21][CH3:22])=[O:19])[C:50]2[CH:51]=[CH:52][CH:53]=[CH:54][C:49]=2[N:48]=[N:56]1, predict the reactants needed to synthesize it. (5) Given the product [CH3:26][N:2]([CH3:1])[CH2:3][CH2:4][O:5][C:6]1[C:11]([CH2:12][CH3:13])=[CH:10][C:9]([C:14]2[N:19]=[C:18]([NH2:20])[CH:17]=[CH:16][CH:15]=2)=[C:8]([O:24][CH3:25])[CH:7]=1, predict the reactants needed to synthesize it. The reactants are: [CH3:1][N:2]([CH3:26])[CH2:3][CH2:4][O:5][C:6]1[C:11]([CH2:12][CH3:13])=[CH:10][C:9]([C:14]2[N:19]=[C:18]([NH:20]C(=O)C)[CH:17]=[CH:16][CH:15]=2)=[C:8]([O:24][CH3:25])[CH:7]=1.